From a dataset of Forward reaction prediction with 1.9M reactions from USPTO patents (1976-2016). Predict the product of the given reaction. (1) Given the reactants [NH:1]1[CH2:9][CH2:8][CH:4]([C:5]([OH:7])=[O:6])[CH2:3][CH2:2]1.S(=O)(=O)(O)O, predict the reaction product. The product is: [NH:1]1[CH2:9][CH2:8][CH:4]([C:5]([O:7][C:4]([CH3:8])([CH3:5])[CH3:3])=[O:6])[CH2:3][CH2:2]1. (2) The product is: [F:14][C:9]([F:15])([S:10]([O-:13])(=[O:12])=[O:11])[CH:8]([O:7][C:5](=[O:6])[CH2:4][CH2:3][CH2:2][O:44][C:39](=[O:43])[C:40]([CH3:42])=[CH2:41])[C:16]([F:19])([F:18])[F:17].[C:33]1([S+:26]([C:20]2[CH:21]=[CH:22][CH:23]=[CH:24][CH:25]=2)[C:27]2[CH:32]=[CH:31][CH:30]=[CH:29][CH:28]=2)[CH:34]=[CH:35][CH:36]=[CH:37][CH:38]=1. Given the reactants Cl[CH2:2][CH2:3][CH2:4][C:5]([O:7][CH:8]([C:16]([F:19])([F:18])[F:17])[C:9]([F:15])([F:14])[S:10]([O-:13])(=[O:12])=[O:11])=[O:6].[C:20]1([S+:26]([C:33]2[CH:38]=[CH:37][CH:36]=[CH:35][CH:34]=2)[C:27]2[CH:32]=[CH:31][CH:30]=[CH:29][CH:28]=2)[CH:25]=[CH:24][CH:23]=[CH:22][CH:21]=1.[C:39]([O-:44])(=[O:43])[C:40]([CH3:42])=[CH2:41].[Na+].[I-].[Na+].C(C1C(O)=C(C(C)(C)C)C=C(C)C=1)C1C(O)=C(C(C)(C)C)C=C(C)C=1, predict the reaction product. (3) Given the reactants Br[C:2]1[CH:7]=[C:6]([F:8])[C:5]([OH:9])=[C:4]([F:10])[CH:3]=1.[CH3:11][C:12]([OH:29])([CH3:28])[CH2:13][N:14]1[CH:18]=[C:17](B2OC(C)(C)C(C)(C)O2)[CH:16]=[N:15]1, predict the reaction product. The product is: [F:8][C:6]1[CH:7]=[C:2]([C:17]2[CH:16]=[N:15][N:14]([CH2:13][C:12]([OH:29])([CH3:28])[CH3:11])[CH:18]=2)[CH:3]=[C:4]([F:10])[C:5]=1[OH:9]. (4) Given the reactants P(Br)(Br)([Br:3])=O.[Cl:6][C:7]1[CH:8]=[C:9]([C:17]2[O:21][N:20]=[C:19]([C:22]3[CH:31]=[CH:30][CH:29]=[C:28]4[C:23]=3[CH:24]=[CH:25][NH:26][C:27]4=O)[N:18]=2)[CH:10]=[CH:11][C:12]=1[O:13][CH:14]([CH3:16])[CH3:15].C([O-])(O)=O.[Na+], predict the reaction product. The product is: [Br:3][C:27]1[C:28]2[C:23](=[C:22]([C:19]3[N:18]=[C:17]([C:9]4[CH:10]=[CH:11][C:12]([O:13][CH:14]([CH3:16])[CH3:15])=[C:7]([Cl:6])[CH:8]=4)[O:21][N:20]=3)[CH:31]=[CH:30][CH:29]=2)[CH:24]=[CH:25][N:26]=1. (5) Given the reactants Cl[S:2]([N:5]=[C:6]=[O:7])(=[O:4])=[O:3].Br[CH2:9][CH2:10][OH:11].[N:12]1[CH:17]=[CH:16][CH:15]=[N:14][C:13]=1[NH2:18].C(N(CC)CC)C, predict the reaction product. The product is: [O:7]=[C:6]1[N:5]([S:2]([NH:18][C:13]2[N:14]=[CH:15][CH:16]=[CH:17][N:12]=2)(=[O:4])=[O:3])[CH2:9][CH2:10][O:11]1.